This data is from Forward reaction prediction with 1.9M reactions from USPTO patents (1976-2016). The task is: Predict the product of the given reaction. (1) Given the reactants C(OC([N:8]([CH3:34])[C:9]1[N:14]=[C:13]([CH2:15][CH2:16][O:17][C:18]2[N:23]=[CH:22][C:21]([CH2:24][C@@H:25]([C:27]([O:29]C(C)(C)C)=[O:28])[NH2:26])=[CH:20][CH:19]=2)[CH:12]=[CH:11][CH:10]=1)=O)(C)(C)C.OP=O.CCN=C=NCCCN(C)C.[Cl:49][C:50]1[CH:58]=[C:57]([F:59])[CH:56]=[CH:55][C:51]=1[C:52](O)=[O:53], predict the reaction product. The product is: [Cl:49][C:50]1[CH:58]=[C:57]([F:59])[CH:56]=[CH:55][C:51]=1[C:52]([NH:26][C@H:25]([C:27]([OH:29])=[O:28])[CH2:24][C:21]1[CH:22]=[N:23][C:18]([O:17][CH2:16][CH2:15][C:13]2[CH:12]=[CH:11][CH:10]=[C:9]([NH:8][CH3:34])[N:14]=2)=[CH:19][CH:20]=1)=[O:53]. (2) Given the reactants F[C:2]1[CH:28]=[CH:27][C:5]2[N:6]=[C:7]([C:9]3[C:10]([NH2:26])=[N:11][CH:12]=[C:13]([C:15]4[CH:16]=[N:17][N:18]([CH:20]5[CH2:25][CH2:24][NH:23][CH2:22][CH2:21]5)[CH:19]=4)[CH:14]=3)[S:8][C:4]=2[CH:3]=1.Cl[C:30]1SC2C(C)=CC=CC=2N=1, predict the reaction product. The product is: [CH3:30][C:3]1[C:4]2[S:8][C:7]([C:9]3[C:10]([NH2:26])=[N:11][CH:12]=[C:13]([C:15]4[CH:16]=[N:17][N:18]([CH:20]5[CH2:25][CH2:24][NH:23][CH2:22][CH2:21]5)[CH:19]=4)[CH:14]=3)=[N:6][C:5]=2[CH:27]=[CH:28][CH:2]=1. (3) Given the reactants [N:1]1([C:6]2[N:7]=[C:8]([O:18][CH:19]3[CH2:36][CH:35]4[N:21]([C:22](=[O:42])[N:23]([CH3:41])[CH2:24][CH2:25][CH2:26][CH2:27][CH:28]=[CH:29][CH:30]5[C:32]([C:38]([OH:40])=O)([NH:33][C:34]4=[O:37])[CH2:31]5)[CH2:20]3)[C:9]3[C:14]([CH:15]=2)=[CH:13][C:12]([O:16][CH3:17])=[CH:11][CH:10]=3)[CH:5]=[CH:4][CH:3]=[N:2]1.ClC1N=C(OC2CC3N(C(=O)N(C)CCCCC=CC4C(C([NH:78][S:79]([CH:82]5[CH2:84][CH2:83]5)(=[O:81])=[O:80])=O)(NC3=O)C4)C2)C2C(C=1)=CC(OC)=CC=2, predict the reaction product. The product is: [N:1]1([C:6]2[N:7]=[C:8]([O:18][CH:19]3[CH2:36][CH:35]4[N:21]([C:22](=[O:42])[N:23]([CH3:41])[CH2:24][CH2:25][CH2:26][CH2:27][CH:28]=[CH:29][CH:30]5[C:32]([C:38]([NH:78][S:79]([CH:82]6[CH2:84][CH2:83]6)(=[O:81])=[O:80])=[O:40])([NH:33][C:34]4=[O:37])[CH2:31]5)[CH2:20]3)[C:9]3[C:14]([CH:15]=2)=[CH:13][C:12]([O:16][CH3:17])=[CH:11][CH:10]=3)[CH:5]=[CH:4][CH:3]=[N:2]1. (4) Given the reactants [CH2:1]([NH:8][C:9]([C:11]1[CH:16]=[CH:15][C:14]([N:17]2[C:21]([CH2:22][CH2:23][CH3:24])=[C:20]([C:25]([OH:27])=O)[N:19]=[N:18]2)=[CH:13][CH:12]=1)=[O:10])[C:2]1[CH:7]=[CH:6][CH:5]=[CH:4][CH:3]=1.C1C=C[C:31]2N(O)N=[N:34][C:32]=2[CH:33]=1.C1(N)CC1.CCN=C=NCCCN(C)C, predict the reaction product. The product is: [CH2:1]([NH:8][C:9]([C:11]1[CH:16]=[CH:15][C:14]([N:17]2[C:21]([CH2:22][CH2:23][CH3:24])=[C:20]([C:25]([NH:34][CH:32]3[CH2:33][CH2:31]3)=[O:27])[N:19]=[N:18]2)=[CH:13][CH:12]=1)=[O:10])[C:2]1[CH:7]=[CH:6][CH:5]=[CH:4][CH:3]=1. (5) Given the reactants [N:1]1[NH:2][N:3]=[N:4][C:5]=1[C:6]([O:8][CH2:9][CH3:10])=[O:7].IC.[CH3:13]COC(C)=O, predict the reaction product. The product is: [CH3:13][N:2]1[N:3]=[N:4][C:5]([C:6]([O:8][CH2:9][CH3:10])=[O:7])=[N:1]1. (6) Given the reactants CC(C)(OC([NH:7][C@@H:8]([C:12]12[CH2:21][CH:16]3[CH2:17][CH:18]([CH2:20][C:14]([OH:22])([CH2:15]3)[CH2:13]1)[CH2:19]2)[C:9]([OH:11])=[O:10])=O)C.OC12CC3CC(CC(C(=O)C(O)=O)(C3)C1)C2, predict the reaction product. The product is: [NH2:7][C@@H:8]([C:12]12[CH2:21][CH:16]3[CH2:17][CH:18]([CH2:20][C:14]([OH:22])([CH2:15]3)[CH2:13]1)[CH2:19]2)[C:9]([OH:11])=[O:10].